This data is from Forward reaction prediction with 1.9M reactions from USPTO patents (1976-2016). The task is: Predict the product of the given reaction. (1) Given the reactants [F:1][C:2]1[CH:7]=[CH:6][CH:5]=[CH:4][C:3]=1[C:8](=[O:11])[CH:9]=[CH2:10].[Br:12][C:13]1[CH:18]=[CH:17][C:16]([C@@H:19]([NH2:21])[CH3:20])=[CH:15][CH:14]=1, predict the reaction product. The product is: [Br:12][C:13]1[CH:18]=[CH:17][C:16]([C@@H:19]([NH:21][CH2:10][CH2:9][C:8]([C:3]2[CH:4]=[CH:5][CH:6]=[CH:7][C:2]=2[F:1])=[O:11])[CH3:20])=[CH:15][CH:14]=1. (2) The product is: [CH3:25][O:24][C:21]1[CH:22]=[C:23]2[C:18](=[CH:19][C:20]=1[O:26][CH3:27])[N:17]=[CH:16][CH:15]=[C:14]2[O:12][C:10]1[C:9]2[C:4](=[CH:5][CH:6]=[CH:7][CH:8]=2)[N:3]=[C:2]([CH3:1])[CH:11]=1. Given the reactants [CH3:1][C:2]1[CH:11]=[C:10]([OH:12])[C:9]2[C:4](=[CH:5][CH:6]=[CH:7][CH:8]=2)[N:3]=1.Cl[C:14]1[C:23]2[C:18](=[CH:19][C:20]([O:26][CH3:27])=[C:21]([O:24][CH3:25])[CH:22]=2)[N:17]=[CH:16][CH:15]=1.O, predict the reaction product. (3) Given the reactants [Br:1][CH:2]([CH2:6][CH3:7])[C:3](Cl)=[O:4].[Cl-].[Al+3].[Cl-].[Cl-].[Cl:12][C:13]1[CH:21]=[CH:20][C:16]2[S:17][CH:18]=[CH:19][C:15]=2[CH:14]=1, predict the reaction product. The product is: [Br:1][CH:2]([CH2:6][CH3:7])[C:3]([C:18]1[S:17][C:16]2[CH:20]=[CH:21][C:13]([Cl:12])=[CH:14][C:15]=2[CH:19]=1)=[O:4]. (4) Given the reactants Cl[C:2]1[N:17]=[N:16][C:5]2[NH:6][C:7]3[CH:15]=[CH:14][CH:13]=[CH:12][C:8]=3[NH:9][C:10](=[O:11])[C:4]=2[CH:3]=1.[CH2:18]([Sn](CCCC)(CCCC)C=C)[CH2:19]CC.C1(P(C2C=CC=CC=2)C2C=CC=CC=2)C=CC=CC=1, predict the reaction product. The product is: [CH:18]([C:2]1[N:17]=[N:16][C:5]2[NH:6][C:7]3[CH:15]=[CH:14][CH:13]=[CH:12][C:8]=3[NH:9][C:10](=[O:11])[C:4]=2[CH:3]=1)=[CH2:19].